From a dataset of Retrosynthesis with 50K atom-mapped reactions and 10 reaction types from USPTO. Predict the reactants needed to synthesize the given product. (1) Given the product Cc1c(NS(C)(=O)=O)c(C(N)=O)nn1Cc1cc2c(cc1Br)OCO2, predict the reactants needed to synthesize it. The reactants are: CS(=O)(=O)Cl.Cc1c(N)c(C(N)=O)nn1Cc1cc2c(cc1Br)OCO2. (2) Given the product Cc1cc(C)c(S(=O)(=O)N(CCCCN2C(=O)c3ccccc3C2=O)C2(c3ccccc3)CC2)c(C)c1, predict the reactants needed to synthesize it. The reactants are: Cc1cc(C)c(S(=O)(=O)NC2(c3ccccc3)CC2)c(C)c1.O=C1c2ccccc2C(=O)N1CCCCBr. (3) Given the product CC(C)(F)c1cncc(CO)c1, predict the reactants needed to synthesize it. The reactants are: CC(C)[Si](OCc1cncc(C(C)(C)F)c1)(C(C)C)C(C)C. (4) Given the product O=C(c1cccc(Cn2nc(-c3nc(-c4ccc(OC(F)(F)F)cc4)no3)ccc2=O)c1)N1CCN(C2CC2)CC1, predict the reactants needed to synthesize it. The reactants are: C1CN(C2CC2)CCN1.O=C(Cl)c1cccc(Cn2nc(-c3nc(-c4ccc(OC(F)(F)F)cc4)no3)ccc2=O)c1. (5) Given the product O=C(CN1CCCC(c2ccccc2)(c2ccccc2)C1=O)N1CCC(Oc2ccc(Cl)cc2)CC1, predict the reactants needed to synthesize it. The reactants are: Clc1ccc(OC2CCNCC2)cc1.O=C(O)CN1CCCC(c2ccccc2)(c2ccccc2)C1=O. (6) Given the product Cn1c(C(F)F)nn(-c2cc(OCC(N)=O)c(Cl)cc2Cl)c1=O, predict the reactants needed to synthesize it. The reactants are: Cn1c(C(F)F)nn(-c2cc(O)c(Cl)cc2Cl)c1=O.NC(=O)CI. (7) Given the product N#Cc1ccc(COc2cc(Cl)ccc2-c2nc3ccccc3n2CC2CCCCC2)c(F)c1, predict the reactants needed to synthesize it. The reactants are: N#Cc1ccc(CBr)c(F)c1.Oc1cc(Cl)ccc1-c1nc2ccccc2n1CC1CCCCC1. (8) The reactants are: BrCC1CC1.OCc1cc(I)c(O)c(Cl)n1. Given the product OCc1cc(I)c(OCC2CC2)c(Cl)n1, predict the reactants needed to synthesize it.